This data is from Peptide-MHC class I binding affinity with 185,985 pairs from IEDB/IMGT. The task is: Regression. Given a peptide amino acid sequence and an MHC pseudo amino acid sequence, predict their binding affinity value. This is MHC class I binding data. (1) The peptide sequence is KVNSTITRY. The MHC is HLA-A32:01 with pseudo-sequence HLA-A32:01. The binding affinity (normalized) is 0.395. (2) The peptide sequence is SQLVSTAWA. The MHC is HLA-B39:01 with pseudo-sequence HLA-B39:01. The binding affinity (normalized) is 0.0847.